From a dataset of Forward reaction prediction with 1.9M reactions from USPTO patents (1976-2016). Predict the product of the given reaction. (1) Given the reactants Br[C:2]1[CH:7]=[CH:6][C:5]([S:8]([NH:11][C:12]([CH3:15])([CH3:14])[CH3:13])(=[O:10])=[O:9])=[CH:4][CH:3]=1.[B:16]1([B:16]2[O:20][C:19]([CH3:22])([CH3:21])[C:18]([CH3:24])([CH3:23])[O:17]2)[O:20][C:19]([CH3:22])([CH3:21])[C:18]([CH3:24])([CH3:23])[O:17]1.C([O-])(=O)C.[K+], predict the reaction product. The product is: [C:12]([NH:11][S:8]([C:5]1[CH:6]=[CH:7][C:2]([B:16]2[O:20][C:19]([CH3:22])([CH3:21])[C:18]([CH3:24])([CH3:23])[O:17]2)=[CH:3][CH:4]=1)(=[O:10])=[O:9])([CH3:15])([CH3:14])[CH3:13]. (2) Given the reactants [CH2:1]([O:8][C:9]1[CH:14]=[CH:13][C:12]([C:15](=[O:17])[CH3:16])=[CH:11][C:10]=1[O:18][CH3:19])[C:2]1[CH:7]=[CH:6][CH:5]=[CH:4][CH:3]=1.[N+:20]([O-])([OH:22])=[O:21].OS(O)(=O)=O.O, predict the reaction product. The product is: [CH2:1]([O:8][C:9]1[C:10]([O:18][CH3:19])=[CH:11][C:12]([C:15](=[O:17])[CH3:16])=[C:13]([N+:20]([O-:22])=[O:21])[CH:14]=1)[C:2]1[CH:3]=[CH:4][CH:5]=[CH:6][CH:7]=1.